From a dataset of Catalyst prediction with 721,799 reactions and 888 catalyst types from USPTO. Predict which catalyst facilitates the given reaction. (1) Reactant: O=[C:2]1[CH2:6][CH2:5][CH2:4][CH:3]1[C:7]([O:9]C)=O.Cl.[Cl:12][C:13]1[CH:21]=[CH:20][C:16]([C:17]([NH2:19])=[NH:18])=[CH:15][CH:14]=1.CC(C)([O-])C.[K+]. The catalyst class is: 5. Product: [Cl:12][C:13]1[CH:21]=[CH:20][C:16]([C:17]2[N:18]=[C:7]([OH:9])[C:3]3[CH2:4][CH2:5][CH2:6][C:2]=3[N:19]=2)=[CH:15][CH:14]=1. (2) Reactant: Cl.[C:2]1(=[O:12])[C:6]2([CH2:11][CH2:10][CH2:9][NH:8][CH2:7]2)[CH2:5][CH2:4][NH:3]1.C(N(CC)CC)C.[Cl:20][C:21]1[CH:26]=[C:25]([C:27]([F:30])([F:29])[F:28])[CH:24]=[CH:23][C:22]=1[S:31](Cl)(=[O:33])=[O:32]. Product: [Cl:20][C:21]1[CH:26]=[C:25]([C:27]([F:29])([F:28])[F:30])[CH:24]=[CH:23][C:22]=1[S:31]([N:8]1[CH2:9][CH2:10][CH2:11][C:6]2([C:2](=[O:12])[NH:3][CH2:4][CH2:5]2)[CH2:7]1)(=[O:33])=[O:32]. The catalyst class is: 4. (3) The catalyst class is: 6. Product: [CH:31]([NH:30][C:28](=[O:29])[C:27]1[CH:34]=[CH:35][C:36]([Cl:37])=[C:25]([N:21]2[CH:22]=[CH:23][N:24]=[C:19]([NH:18][C:15]([C:10]3[CH:11]=[CH:12][CH:13]=[CH:14][C:9]=3[OH:8])([CH3:17])[CH3:16])[C:20]2=[O:38])[CH:26]=1)([CH2:33][CH3:32])[CH3:43]. Reactant: C([O:8][C:9]1[CH:14]=[CH:13][CH:12]=[CH:11][C:10]=1[C:15]([NH:18][C:19]1[C:20](=[O:38])[N:21]([C:25]2[CH:26]=[C:27]([CH:34]=[CH:35][C:36]=2[Cl:37])[C:28]([NH:30][CH:31]2[CH2:33][CH2:32]2)=[O:29])[CH:22]=[CH:23][N:24]=1)([CH3:17])[CH3:16])C1C=CC=CC=1.B(Br)(Br)Br.[CH2:43](Cl)Cl. (4) Reactant: [Cl:1][C:2]1[N:3]=[C:4]2[C:9](=[CH:10][CH:11]=1)[N:8]=[CH:7][C:6]([CH:12]=O)=[C:5]2[NH:14][C:15]1[CH:20]=[CH:19][C:18]([C:21]([CH3:25])([CH3:24])[C:22]#[N:23])=[CH:17][CH:16]=1.[CH3:26][NH2:27].[BH4-].[Na+]. Product: [Cl:1][C:2]1[N:3]=[C:4]2[C:9](=[CH:10][CH:11]=1)[N:8]=[CH:7][C:6]([CH2:12][NH:27][CH3:26])=[C:5]2[NH:14][C:15]1[CH:20]=[CH:19][C:18]([C:21]([CH3:25])([CH3:24])[C:22]#[N:23])=[CH:17][CH:16]=1. The catalyst class is: 8. (5) Reactant: Cl[C:2]1[N:7]=[CH:6][N:5]=[C:4]([O:8][C:9]2[CH:14]=[CH:13][CH:12]=[CH:11][C:10]=2/[C:15](=[CH:20]\[O:21][CH3:22])/[C:16]([O:18][CH3:19])=[O:17])[CH:3]=1.C[CH:24]([CH2:26][C:27]([CH3:29])=[O:28])[CH3:25].[C:30](=O)([O-])[O-].[K+].[K+].C1N2CC[N:38](CC2)[CH2:37]1. Product: [C:37]([C:26]1[CH:24]=[CH:25][CH:30]=[CH:29][C:27]=1[O:28][C:2]1[N:7]=[CH:6][N:5]=[C:4]([O:8][C:9]2[CH:14]=[CH:13][CH:12]=[CH:11][C:10]=2/[C:15](=[CH:20]\[O:21][CH3:22])/[C:16]([O:18][CH3:19])=[O:17])[CH:3]=1)#[N:38]. The catalyst class is: 6. (6) Reactant: [OH:1][C:2]1[C:11]2[CH2:10][CH2:9][CH2:8][CH2:7][C:6]=2[C:5]([CH:12]=[O:13])=[CH:4][CH:3]=1.[C:14]([O:18][C:19](=[O:25])[NH:20][CH2:21][CH2:22][CH2:23]Br)([CH3:17])([CH3:16])[CH3:15].C(=O)([O-])[O-].[K+].[K+].O. Product: [C:14]([O:18][C:19](=[O:25])[NH:20][CH2:21][CH2:22][CH2:23][O:1][C:2]1[C:11]2[CH2:10][CH2:9][CH2:8][CH2:7][C:6]=2[C:5]([CH:12]=[O:13])=[CH:4][CH:3]=1)([CH3:17])([CH3:16])[CH3:15]. The catalyst class is: 3. (7) Reactant: [Br:1][C:2]1[NH:3][C:4]2[N:5]([CH3:13])[C:6](=[O:12])[NH:7][C:8](=[O:11])[C:9]=2[N:10]=1.C([O-])([O-])=O.[K+].[K+].Br[CH2:21][C:22]1[CH:27]=[CH:26][C:25]([F:28])=[C:24]([C:29]([F:32])([F:31])[F:30])[CH:23]=1.O. Product: [Br:1][C:2]1[N:10]([CH2:21][C:22]2[CH:27]=[CH:26][C:25]([F:28])=[C:24]([C:29]([F:32])([F:30])[F:31])[CH:23]=2)[C:9]2[C:8](=[O:11])[NH:7][C:6](=[O:12])[N:5]([CH3:13])[C:4]=2[N:3]=1. The catalyst class is: 3. (8) Reactant: [F:1][C:2]1[CH:3]=[C:4]2[C:12](=[CH:13][CH:14]=1)[N:11]([CH2:15][C:16]1[CH:25]=[CH:24][C:19]([C:20]([O:22][CH3:23])=[O:21])=[CH:18][CH:17]=1)[C:10]1[CH2:9][C:8]([CH3:27])([CH3:26])[C:7](=[CH2:28])[C:6](=[O:29])[C:5]2=1.[NH:30]1[CH2:35][CH2:34][O:33][CH2:32][CH2:31]1. Product: [F:1][C:2]1[CH:3]=[C:4]2[C:12](=[CH:13][CH:14]=1)[N:11]([CH2:15][C:16]1[CH:25]=[CH:24][C:19]([C:20]([O:22][CH3:23])=[O:21])=[CH:18][CH:17]=1)[C:10]1[CH2:9][C:8]([CH3:26])([CH3:27])[CH:7]([CH2:28][N:30]3[CH2:35][CH2:34][O:33][CH2:32][CH2:31]3)[C:6](=[O:29])[C:5]2=1. The catalyst class is: 11. (9) The catalyst class is: 433. Reactant: C(N(CC)CC)C.[CH:8]([C:10]1[C:18]2[C:13](=[CH:14][CH:15]=[CH:16][CH:17]=2)[N:12](C(OC(C)(C)C)=O)[CH:11]=1)=[O:9].[CH3:26][O:27][C:28]1[CH:29]=[C:30]([CH:41]=[CH:42][CH:43]=1)[N:31]=[CH:32][C:33]1[CH:34]=[N:35][C:36]([O:39][CH3:40])=[CH:37][CH:38]=1. Product: [NH:12]1[C:13]2[C:18](=[CH:17][CH:16]=[CH:15][CH:14]=2)[C:10]([C:8](=[O:9])[CH:32]([NH:31][C:30]2[CH:41]=[CH:42][CH:43]=[C:28]([O:27][CH3:26])[CH:29]=2)[C:33]2[CH:34]=[N:35][C:36]([O:39][CH3:40])=[CH:37][CH:38]=2)=[CH:11]1. (10) Reactant: [OH:1][C@H:2]1[CH2:6][N:5]([C:7](=[O:27])[C@@H:8]([NH:10][C:11](=[O:26])[C@@H:12]([NH:17][C:18](=[O:25])[CH2:19][CH2:20][C:21]([O:23]C)=[O:22])[CH2:13][CH:14]([CH3:16])[CH3:15])[CH3:9])[C@H:4]([C:28](=[O:43])[NH:29][CH2:30][C:31]2[CH:36]=[CH:35][C:34]([C:37]3[S:41][CH:40]=[N:39][C:38]=3[CH3:42])=[CH:33][CH:32]=2)[CH2:3]1.[OH-].[Na+]. Product: [OH:1][C@H:2]1[CH2:6][N:5]([C:7](=[O:27])[C@@H:8]([NH:10][C:11](=[O:26])[C@@H:12]([NH:17][C:18](=[O:25])[CH2:19][CH2:20][C:21]([OH:23])=[O:22])[CH2:13][CH:14]([CH3:16])[CH3:15])[CH3:9])[C@H:4]([C:28](=[O:43])[NH:29][CH2:30][C:31]2[CH:32]=[CH:33][C:34]([C:37]3[S:41][CH:40]=[N:39][C:38]=3[CH3:42])=[CH:35][CH:36]=2)[CH2:3]1. The catalyst class is: 5.